This data is from Reaction yield outcomes from USPTO patents with 853,638 reactions. The task is: Predict the reaction yield, written as a fraction of the theoretical maximum amount of product (1.0 means a 100% yield; for example, 0.34 means a 34% yield). (1) The reactants are Br[C:2]1[C:11]2[C:6](=[CH:7][CH:8]=[CH:9][CH:10]=2)[CH:5]=[C:4]([NH:12][C:13]([C:15]2([C:18]3[CH:28]=[CH:27][C:21]4[O:22][C:23]([F:26])([F:25])[O:24][C:20]=4[CH:19]=3)[CH2:17][CH2:16]2)=[O:14])[N:3]=1.[CH3:29][O:30][C:31]1[N:36]=[CH:35][C:34](B(O)O)=[CH:33][CH:32]=1.C(=O)([O-])[O-].[K+].[K+]. The catalyst is COCCOC. The product is [F:25][C:23]1([F:26])[O:22][C:21]2[CH:27]=[CH:28][C:18]([C:15]3([C:13]([NH:12][C:4]4[N:3]=[C:2]([C:34]5[CH:35]=[N:36][C:31]([O:30][CH3:29])=[CH:32][CH:33]=5)[C:11]5[C:6]([CH:5]=4)=[CH:7][CH:8]=[CH:9][CH:10]=5)=[O:14])[CH2:17][CH2:16]3)=[CH:19][C:20]=2[O:24]1. The yield is 0.710. (2) The product is [Cl:42][C:40]1[CH:39]=[C:38]([C:43]2([C:73]([F:74])([F:76])[F:75])[O:47][N:46]=[C:45]([C:48]3[C:57]4[C:52](=[CH:53][CH:54]=[CH:55][CH:56]=4)[C:51]([C:58]([NH:60][CH2:61][CH2:62][S:63]([CH3:72])=[O:64])=[O:59])=[CH:50][CH:49]=3)[CH2:44]2)[CH:37]=[C:36]([Cl:35])[CH:41]=1. The catalyst is ClCCl. The yield is 0.990. The reactants are ClC1C=C(C2(C(F)(F)F)ON=C(C3C4C(=CC=CC=4)C(C(NCCSC)=O)=CC=3)C2)C=C(Cl)C=1.[Cl:35][C:36]1[CH:37]=[C:38]([C:43]2([C:73]([F:76])([F:75])[F:74])[O:47][N:46]=[C:45]([C:48]3[C:57]4[C:52](=[CH:53][CH:54]=[CH:55][CH:56]=4)[C:51]([C:58]([NH:60][CH2:61][CH2:62][S:63]([CH3:72])(=NC(=O)C(F)(F)F)=[O:64])=[O:59])=[CH:50][CH:49]=3)[CH2:44]2)[CH:39]=[C:40]([Cl:42])[CH:41]=1.C1C=C(Cl)C=C(C(OO)=O)C=1. (3) The reactants are [Cl:1][C:2]1[N:3]=[CH:4][C:5]([C:10]([OH:12])=O)=[N:6][C:7]=1[CH2:8][CH3:9].C(N(CC)CC)C.C(N=C=NCCCN(C)C)C.ON1C2C=CC=CC=2N=N1.Cl.[CH3:42][C:43]1[S:44][C:45]([CH2:48][NH2:49])=[CH:46][N:47]=1. The catalyst is ClCCl. The product is [Cl:1][C:2]1[N:3]=[CH:4][C:5]([C:10]([NH:49][CH2:48][C:45]2[S:44][C:43]([CH3:42])=[N:47][CH:46]=2)=[O:12])=[N:6][C:7]=1[CH2:8][CH3:9]. The yield is 0.510. (4) The reactants are [F:1][C:2]1[CH:7]=[CH:6][C:5]([C:8]([CH3:14])([CH3:13])[C:9](OC)=[O:10])=[CH:4][CH:3]=1.[H-].[Al+3].[Li+].[H-].[H-].[H-].[OH-].[Na+]. The catalyst is C1COCC1.O. The product is [F:1][C:2]1[CH:3]=[CH:4][C:5]([C:8]([CH3:14])([CH3:13])[CH2:9][OH:10])=[CH:6][CH:7]=1. The yield is 0.800.